From a dataset of Forward reaction prediction with 1.9M reactions from USPTO patents (1976-2016). Predict the product of the given reaction. Given the reactants CN(C)C1C=C([CH:9]=[C:10]([CH3:12])[N:11]=1)C(O)=O.Cl[C:15]1[CH:16]=[C:17]([CH:21]=[C:22]([CH3:24])[N:23]=1)[C:18]([OH:20])=[O:19].C(N)(C)C, predict the reaction product. The product is: [CH:10]([NH:11][C:15]1[CH:16]=[C:17]([CH:21]=[C:22]([CH3:24])[N:23]=1)[C:18]([OH:20])=[O:19])([CH3:12])[CH3:9].